Dataset: Forward reaction prediction with 1.9M reactions from USPTO patents (1976-2016). Task: Predict the product of the given reaction. (1) Given the reactants C[O:2][CH:3]1[CH:7]([CH:8]=O)[CH2:6][CH:5](OC)O1.[NH2:12][C:13]1[CH:18]=[CH:17][C:16]([C:19]([F:22])([F:21])[F:20])=[CH:15][CH:14]=1, predict the reaction product. The product is: [F:20][C:19]([F:21])([F:22])[C:16]1[CH:15]=[CH:14][C:13]([N:12]2[CH:5]=[CH:6][C:7]([CH:3]=[O:2])=[CH:8]2)=[CH:18][CH:17]=1. (2) Given the reactants [CH:1]([Si:4]([CH:19]([CH3:21])[CH3:20])([CH:16]([CH3:18])[CH3:17])[O:5][CH2:6][C:7]1[S:11][N:10]=[N:9][C:8]=1[C:12]([O:14]C)=O)([CH3:3])[CH3:2].[Cl:22][C:23]1[CH:24]=[C:25]([CH:27]=[CH:28][C:29]=1[F:30])[NH2:26].C(Cl)Cl.C[Al](C)C, predict the reaction product. The product is: [Cl:22][C:23]1[CH:24]=[C:25]([NH:26][C:12]([C:8]2[N:9]=[N:10][S:11][C:7]=2[CH2:6][O:5][Si:4]([CH:16]([CH3:17])[CH3:18])([CH:19]([CH3:20])[CH3:21])[CH:1]([CH3:2])[CH3:3])=[O:14])[CH:27]=[CH:28][C:29]=1[F:30].